From a dataset of Forward reaction prediction with 1.9M reactions from USPTO patents (1976-2016). Predict the product of the given reaction. The product is: [CH2:26]([C:25]1[N:24]=[C:23]([NH2:28])[N:22]=[C:21]([NH2:29])[C:20]=1[C:4]1[CH:5]=[CH:6][C:7]2[N:8]([CH2:9][C:10]3[CH:15]=[CH:14][C:13]([S:16]([CH3:19])(=[O:18])=[O:17])=[CH:12][CH:11]=3)[C:35]([CH3:36])=[N:1][C:2]=2[CH:3]=1)[CH3:27]. Given the reactants [NH2:1][C:2]1[CH:3]=[C:4]([C:20]2[C:21]([NH2:29])=[N:22][C:23]([NH2:28])=[N:24][C:25]=2[CH2:26][CH3:27])[CH:5]=[CH:6][C:7]=1[NH:8][CH2:9][C:10]1[CH:15]=[CH:14][C:13]([S:16]([CH3:19])(=[O:18])=[O:17])=[CH:12][CH:11]=1.C([O-])(O)=O.[Na+].[C:35](O)(=O)[CH3:36], predict the reaction product.